This data is from Catalyst prediction with 721,799 reactions and 888 catalyst types from USPTO. The task is: Predict which catalyst facilitates the given reaction. Reactant: [Cl:1][C:2]1[CH:3]=[C:4]([C:9]2[CH2:13][C:12]([O:17][CH3:18])([C:14]([OH:16])=O)[O:11][N:10]=2)[CH:5]=[C:6]([Cl:8])[CH:7]=1.C1C=C[C:22]2[N:27](O)N=[N:25][C:23]=2C=1.NCC#N.Cl.CN(C)CCCN=C=NCC. Product: [C:23]([CH2:22][NH:27][C:14]([C:12]1([O:17][CH3:18])[O:11][N:10]=[C:9]([C:4]2[CH:5]=[C:6]([Cl:8])[CH:7]=[C:2]([Cl:1])[CH:3]=2)[CH2:13]1)=[O:16])#[N:25]. The catalyst class is: 4.